Dataset: Full USPTO retrosynthesis dataset with 1.9M reactions from patents (1976-2016). Task: Predict the reactants needed to synthesize the given product. (1) Given the product [CH3:20][C:2]1([CH3:1])[C:10]2[C:5](=[CH:6][CH:7]=[C:8]([C:23]3[CH:24]=[CH:25][S:21][CH:22]=3)[CH:9]=2)[C:4](=[O:19])[CH2:3]1, predict the reactants needed to synthesize it. The reactants are: [CH3:1][C:2]1([CH3:20])[C:10]2[C:5](=[CH:6][CH:7]=[C:8](OS(C(F)(F)F)(=O)=O)[CH:9]=2)[C:4](=[O:19])[CH2:3]1.[S:21]1[CH:25]=[CH:24][C:23](B(O)O)=[CH:22]1. (2) The reactants are: Br[C:2]1[CH:3]=C[C:5]2[O:11][CH2:10][C@@H]3CCCN3[C:7](=O)[C:6]=2[CH:16]=1.[CH2:17]([N:19]([CH2:22][CH3:23])[CH2:20][CH3:21])[CH3:18].[CH3:24][OH:25].[OH2:26].CS(C)=[O:29]. Given the product [CH2:21]1[C@H:20]2[CH2:24][O:25][C:3]3[CH:2]=[CH:16][C:6]([C:5]([O:11][CH3:10])=[O:29])=[CH:7][C:23]=3[C:22](=[O:26])[N:19]2[CH2:17][CH2:18]1, predict the reactants needed to synthesize it. (3) Given the product [CH2:1]([N:8]1[C:16]2[C:11](=[CH:12][C:13]([C:17]3[CH:22]=[CH:21][C:20]([F:23])=[C:19]([Cl:24])[CH:18]=3)=[CH:14][CH:15]=2)[C:10]([C:25](=[O:29])[C:26]([O:33][CH2:31][CH3:32])=[O:27])=[CH:9]1)[C:2]1[CH:3]=[CH:4][CH:5]=[CH:6][CH:7]=1, predict the reactants needed to synthesize it. The reactants are: [CH2:1]([N:8]1[C:16]2[C:11](=[CH:12][C:13]([C:17]3[CH:22]=[CH:21][C:20]([F:23])=[C:19]([Cl:24])[CH:18]=3)=[CH:14][CH:15]=2)[CH:10]=[CH:9]1)[C:2]1[CH:7]=[CH:6][CH:5]=[CH:4][CH:3]=1.[C:25](Cl)(=[O:29])[C:26](Cl)=[O:27].[CH2:31]([OH:33])[CH3:32]. (4) Given the product [CH3:35][C:21]1[N:20]=[N:19][N:18]([C:14]2[CH:13]=[C:12]([C:9]3[CH:8]=[CH:7][C:6]([C:5]4([C:4]([OH:3])=[O:36])[CH2:38][CH2:37]4)=[CH:11][CH:10]=3)[CH:17]=[CH:16][CH:15]=2)[C:22]=1[NH:23][C:24]([O:26][C@@H:27]([C:29]1[CH:34]=[CH:33][CH:32]=[CH:31][CH:30]=1)[CH3:28])=[O:25], predict the reactants needed to synthesize it. The reactants are: C([O:3][C:4](=[O:36])[CH2:5][C:6]1[CH:11]=[CH:10][C:9]([C:12]2[CH:17]=[CH:16][CH:15]=[C:14]([N:18]3[C:22]([NH:23][C:24]([O:26][C@@H:27]([C:29]4[CH:34]=[CH:33][CH:32]=[CH:31][CH:30]=4)[CH3:28])=[O:25])=[C:21]([CH3:35])[N:20]=[N:19]3)[CH:13]=2)=[CH:8][CH:7]=1)C.[CH2:37]1COC[CH2:38]1.[Li+].[OH-]. (5) Given the product [Cl:1][C:2]1[CH:3]=[C:4]([C:5]([N:30]2[CH2:31][CH2:32][NH:33][C:28](=[O:27])[CH2:29]2)=[O:6])[CH:8]=[CH:9][C:10]=1[C:11]([NH:12][C:13]1[CH:18]=[CH:17][C:16]([Cl:19])=[C:15]([C:20]2[CH:25]=[CH:24][CH:23]=[CH:22][N:21]=2)[CH:14]=1)=[O:26], predict the reactants needed to synthesize it. The reactants are: [Cl:1][C:2]1[CH:3]=[C:4]([CH:8]=[CH:9][C:10]=1[C:11](=[O:26])[NH:12][C:13]1[CH:18]=[CH:17][C:16]([Cl:19])=[C:15]([C:20]2[CH:25]=[CH:24][CH:23]=[CH:22][N:21]=2)[CH:14]=1)[C:5](O)=[O:6].[O:27]=[C:28]1[NH:33][CH2:32][CH2:31][NH:30][CH2:29]1.